This data is from NCI-60 drug combinations with 297,098 pairs across 59 cell lines. The task is: Regression. Given two drug SMILES strings and cell line genomic features, predict the synergy score measuring deviation from expected non-interaction effect. Drug 1: CN(C)C1=NC(=NC(=N1)N(C)C)N(C)C. Drug 2: CC12CCC3C(C1CCC2O)C(CC4=C3C=CC(=C4)O)CCCCCCCCCS(=O)CCCC(C(F)(F)F)(F)F. Cell line: COLO 205. Synergy scores: CSS=-12.6, Synergy_ZIP=3.17, Synergy_Bliss=-4.25, Synergy_Loewe=-14.3, Synergy_HSA=-11.2.